From a dataset of Catalyst prediction with 721,799 reactions and 888 catalyst types from USPTO. Predict which catalyst facilitates the given reaction. (1) Reactant: [NH:1]([C:8]1[N:13]=[C:12]([C:14]2[N:18]([CH2:19][CH2:20][CH3:21])[C:17]([CH:22]=O)=[N:16][CH:15]=2)[CH:11]=[CH:10][N:9]=1)[C:2]1[CH:7]=[CH:6][CH:5]=[CH:4][CH:3]=1.[CH3:24][NH:25][CH3:26].C(O)(=O)C.C([BH3-])#N.[Na+]. Product: [NH:1]([C:8]1[N:13]=[C:12]([C:14]2[N:18]([CH2:19][CH2:20][CH3:21])[C:17]([CH2:22][N:25]([CH3:26])[CH3:24])=[N:16][CH:15]=2)[CH:11]=[CH:10][N:9]=1)[C:2]1[CH:7]=[CH:6][CH:5]=[CH:4][CH:3]=1. The catalyst class is: 5. (2) Reactant: N(C(N1CCCCC1)=O)=NC(N1CCCCC1)=O.[ClH:19].[F:20][C:21]1[CH:40]=[C:39](C)[C:38]([O:42][C:43]([O:45][CH3:46])=[O:44])=[CH:37][C:22]=1[NH:23][C:24]1[C:33]2[C:28](=[CH:29][C:30]([OH:36])=[C:31]([O:34][CH3:35])[CH:32]=2)[N:27]=[CH:26][N:25]=1.C(P(CCCC)CCCC)CCC.O[CH2:61][CH2:62][CH2:63][C:64]1[CH:69]=[CH:68][N:67]=[CH:66][CH:65]=1. Product: [Cl:19][C:39]1[C:38]([O:42][C:43]([O:45][CH3:46])=[O:44])=[CH:37][C:22]([NH:23][C:24]2[C:33]3[C:28](=[CH:29][C:30]([O:36][CH2:61][CH2:62][CH2:63][C:64]4[CH:69]=[CH:68][N:67]=[CH:66][CH:65]=4)=[C:31]([O:34][CH3:35])[CH:32]=3)[N:27]=[CH:26][N:25]=2)=[C:21]([F:20])[CH:40]=1. The catalyst class is: 2.